From a dataset of Full USPTO retrosynthesis dataset with 1.9M reactions from patents (1976-2016). Predict the reactants needed to synthesize the given product. (1) The reactants are: [CH3:1][C:2]1[N:10]=[C:9]2[C:5]([N:6]=[CH:7][N:8]2C2CCCCO2)=[C:4]([C:17]2[C:18]([NH:23][C:24]3[CH:29]=[CH:28][C:27]([NH:30][C:31]([CH:33]4[CH2:35][CH2:34]4)=[O:32])=[CH:26][CH:25]=3)=[N:19][CH:20]=[CH:21][CH:22]=2)[N:3]=1.FC(F)(F)C(O)=O.CO. Given the product [CH3:1][C:2]1[N:10]=[C:9]2[C:5]([N:6]=[CH:7][NH:8]2)=[C:4]([C:17]2[C:18]([NH:23][C:24]3[CH:29]=[CH:28][C:27]([NH:30][C:31]([CH:33]4[CH2:35][CH2:34]4)=[O:32])=[CH:26][CH:25]=3)=[N:19][CH:20]=[CH:21][CH:22]=2)[N:3]=1, predict the reactants needed to synthesize it. (2) Given the product [CH3:13][C:12](=[O:14])[O:11][CH2:10][CH:5]([CH2:4][O:3][C:2](=[O:15])[CH3:1])[O:6][C:7](=[O:9])[CH3:8].[OH:37][OH:38], predict the reactants needed to synthesize it. The reactants are: [CH3:1][C:2](=[O:15])[O:3][CH2:4][CH:5]([CH2:10][O:11][C:12](=[O:14])[CH3:13])[O:6][C:7](=[O:9])[CH3:8].C([O-])([O-])=O.C([O-])([O-])=O.OO.OO.OO.[Na+].[Na+].[Na+].[Na+].C([O:37][OH:38])(=O)C. (3) Given the product [Cl:1][C:2]1[CH:3]=[CH:4][C:5]([OH:11])=[C:6]([CH:10]=1)[C:7]([NH:16][C:15]1[CH:17]=[C:18]([C:20]([F:21])([F:22])[F:23])[CH:19]=[C:13]([F:12])[CH:14]=1)=[O:9], predict the reactants needed to synthesize it. The reactants are: [Cl:1][C:2]1[CH:10]=[C:6]([C:7]([OH:9])=O)[C:5]([OH:11])=[CH:4][CH:3]=1.[F:12][C:13]1[CH:14]=[C:15]([CH:17]=[C:18]([C:20]([F:23])([F:22])[F:21])[CH:19]=1)[NH2:16].